This data is from Full USPTO retrosynthesis dataset with 1.9M reactions from patents (1976-2016). The task is: Predict the reactants needed to synthesize the given product. (1) Given the product [Na+:27].[CH2:16]([O:15][C:10]1[CH:11]=[CH:12][CH:13]=[CH:14][C:9]=1[CH2:8][CH2:7][CH2:6][CH2:5][CH2:4][CH2:3][CH2:2][S:24]([O-:26])(=[O:25])=[O:23])[C:17]1[CH:22]=[CH:21][CH:20]=[CH:19][CH:18]=1, predict the reactants needed to synthesize it. The reactants are: Br[CH2:2][CH2:3][CH2:4][CH2:5][CH2:6][CH2:7][CH2:8][C:9]1[CH:14]=[CH:13][CH:12]=[CH:11][C:10]=1[O:15][CH2:16][C:17]1[CH:22]=[CH:21][CH:20]=[CH:19][CH:18]=1.[O-:23][S:24]([O-:26])=[O:25].[Na+:27].[Na+].CCO. (2) Given the product [Cl:1][C:2]1[CH:14]=[C:13]([CH:15]([CH3:17])[CH3:16])[CH:12]=[CH:11][C:3]=1[C:4]([O:6][C:7]([CH3:10])([CH3:9])[CH3:8])=[O:5], predict the reactants needed to synthesize it. The reactants are: [Cl:1][C:2]1[CH:14]=[C:13]([C:15]([CH3:17])=[CH2:16])[CH:12]=[CH:11][C:3]=1[C:4]([O:6][C:7]([CH3:10])([CH3:9])[CH3:8])=[O:5]. (3) Given the product [CH:14]([NH:13][C:11]([C:10]1[CH:9]=[N:8][N:5]2[CH:6]=[CH:7][C:2]([NH:26][S:23]([C:17]3[CH:22]=[CH:21][CH:20]=[CH:19][CH:18]=3)(=[O:25])=[O:24])=[N:3][C:4]=12)=[O:12])([CH3:16])[CH3:15], predict the reactants needed to synthesize it. The reactants are: Cl[C:2]1[CH:7]=[CH:6][N:5]2[N:8]=[CH:9][C:10]([C:11]([NH:13][CH:14]([CH3:16])[CH3:15])=[O:12])=[C:4]2[N:3]=1.[C:17]1([S:23]([NH2:26])(=[O:25])=[O:24])[CH:22]=[CH:21][CH:20]=[CH:19][CH:18]=1.C(=O)([O-])[O-].[Cs+].[Cs+]. (4) Given the product [Cl:1][C:2]1[CH:3]=[CH:4][C:5]([O:36][CH:37]([F:39])[F:38])=[C:6]([C:8]2[C:12]([NH:13][C:14]([C:16]3[CH:17]=[N:18][N:19]4[CH:24]=[CH:23][CH:22]=[N:21][C:20]=34)=[O:15])=[CH:11][N:10]([CH2:25][C:26](=[O:27])[N:28]3[CH2:33][CH2:32][N:31]([CH3:34])[CH2:30][C:29]3([CH3:40])[CH3:35])[N:9]=2)[CH:7]=1, predict the reactants needed to synthesize it. The reactants are: [Cl:1][C:2]1[CH:3]=[CH:4][C:5]([O:36][CH:37]([F:39])[F:38])=[C:6]([C:8]2[C:12]([NH:13][C:14]([C:16]3[CH:17]=[N:18][N:19]4[CH:24]=[CH:23][CH:22]=[N:21][C:20]=34)=[O:15])=[CH:11][N:10]([CH2:25][C:26]([N:28]3[CH2:33][CH2:32][N:31]([CH3:34])[CH2:30][CH:29]3[CH3:35])=[O:27])[N:9]=2)[CH:7]=1.[CH3:40]C1(C)CNCCN1C(OC(C)(C)C)=O.